This data is from Full USPTO retrosynthesis dataset with 1.9M reactions from patents (1976-2016). The task is: Predict the reactants needed to synthesize the given product. (1) The reactants are: [C:1]([Si:5](Cl)([C:12]1[CH:17]=[CH:16][CH:15]=[CH:14][CH:13]=1)[C:6]1[CH:11]=[CH:10][CH:9]=[CH:8][CH:7]=1)([CH3:4])([CH3:3])[CH3:2].CN(C=O)C.[OH:24][CH2:25][CH2:26][N:27]([CH2:29][C:30]1[CH:39]=[CH:38][C:33]([C:34]([O:36][CH3:37])=[O:35])=[CH:32][CH:31]=1)[CH3:28].N1C=CN=C1. Given the product [Si:5]([O:24][CH2:25][CH2:26][N:27]([CH2:29][C:30]1[CH:31]=[CH:32][C:33]([C:34]([O:36][CH3:37])=[O:35])=[CH:38][CH:39]=1)[CH3:28])([C:1]([CH3:4])([CH3:3])[CH3:2])([C:12]1[CH:17]=[CH:16][CH:15]=[CH:14][CH:13]=1)[C:6]1[CH:11]=[CH:10][CH:9]=[CH:8][CH:7]=1, predict the reactants needed to synthesize it. (2) Given the product [CH3:18][C:3]1[N:4]([C:11]([O:13][C:14]([CH3:17])([CH3:16])[CH3:15])=[O:12])[C:5]2[C:10]([C:2]=1[B:19]1[O:23][C:22]([CH3:25])([CH3:24])[C:21]([CH3:27])([CH3:26])[O:20]1)=[CH:9][CH:8]=[CH:7][CH:6]=2, predict the reactants needed to synthesize it. The reactants are: I[C:2]1[C:10]2[C:5](=[CH:6][CH:7]=[CH:8][CH:9]=2)[N:4]([C:11]([O:13][C:14]([CH3:17])([CH3:16])[CH3:15])=[O:12])[C:3]=1[CH3:18].[B:19]1([B:19]2[O:23][C:22]([CH3:25])([CH3:24])[C:21]([CH3:27])([CH3:26])[O:20]2)[O:23][C:22]([CH3:25])([CH3:24])[C:21]([CH3:27])([CH3:26])[O:20]1.CCN(CC)CC.CC1N(C(OC(C)(C)C)=O)C2C(C=1)=CC=CC=2.